Dataset: Forward reaction prediction with 1.9M reactions from USPTO patents (1976-2016). Task: Predict the product of the given reaction. Given the reactants [Br:1][C:2]1[CH:29]=[CH:28][C:5]([O:6][C:7]2[C:16]3[C:11](=[CH:12][C:13]([O:19][CH2:20][CH2:21][CH2:22][NH:23][S:24]([CH3:27])(=[O:26])=[O:25])=[C:14]([O:17][CH3:18])[CH:15]=3)[N:10]=[CH:9][N:8]=2)=[C:4]([F:30])[CH:3]=1.[H-].[Na+].[CH3:33]I, predict the reaction product. The product is: [Br:1][C:2]1[CH:29]=[CH:28][C:5]([O:6][C:7]2[C:16]3[C:11](=[CH:12][C:13]([O:19][CH2:20][CH2:21][CH2:22][N:23]([CH3:33])[S:24]([CH3:27])(=[O:26])=[O:25])=[C:14]([O:17][CH3:18])[CH:15]=3)[N:10]=[CH:9][N:8]=2)=[C:4]([F:30])[CH:3]=1.